From a dataset of Reaction yield outcomes from USPTO patents with 853,638 reactions. Predict the reaction yield, written as a fraction of the theoretical maximum amount of product (1.0 means a 100% yield; for example, 0.34 means a 34% yield). (1) The reactants are [N:1]1([C:7]([O:9][CH2:10][C:11]2[CH:16]=[CH:15][CH:14]=[CH:13][CH:12]=2)=[O:8])[CH2:6][CH2:5][NH:4][CH2:3][CH2:2]1.C(N(C(C)C)CC)(C)C.[N:26]([CH:29]([CH3:31])[CH3:30])=[C:27]=[O:28]. The catalyst is ClCCl.CCOC(C)=O. The product is [CH:29]([NH:26][C:27]([N:4]1[CH2:5][CH2:6][N:1]([C:7]([O:9][CH2:10][C:11]2[CH:16]=[CH:15][CH:14]=[CH:13][CH:12]=2)=[O:8])[CH2:2][CH2:3]1)=[O:28])([CH3:31])[CH3:30]. The yield is 0.570. (2) The reactants are [NH2:1][C:2]1[CH:10]=[C:9]([O:11][CH3:12])[C:8]([O:13][CH3:14])=[CH:7][C:3]=1[C:4]([NH2:6])=[O:5].[O:15]1[C:20]2[CH:21]=[CH:22][C:23]([CH:25]=O)=[CH:24][C:19]=2[O:18][CH2:17][CH2:16]1.COC1C=C(OC)C=C2C=1C(=O)NC(C1C=CC=CN=1)=N2. No catalyst specified. The product is [O:15]1[CH2:16][CH2:17][O:18][C:19]2[CH:24]=[C:23]([C:25]3[NH:6][C:4](=[O:5])[C:3]4[C:2](=[CH:10][C:9]([O:11][CH3:12])=[C:8]([O:13][CH3:14])[CH:7]=4)[N:1]=3)[CH:22]=[CH:21][C:20]1=2. The yield is 0.690. (3) The reactants are O.[NH2:2][NH2:3].[C:4]([O:8][C:9](=[O:24])[NH:10][C:11]([C:17]1[CH:22]=[CH:21][CH:20]=[C:19]([Br:23])[CH:18]=1)([CH3:16])[C:12](=O)[C:13]#[CH:14])([CH3:7])([CH3:6])[CH3:5]. The catalyst is CCO. The product is [C:4]([O:8][C:9](=[O:24])[NH:10][C:11]([C:17]1[CH:22]=[CH:21][CH:20]=[C:19]([Br:23])[CH:18]=1)([C:12]1[CH:13]=[CH:14][NH:3][N:2]=1)[CH3:16])([CH3:7])([CH3:6])[CH3:5]. The yield is 0.870. (4) The reactants are ClC(Cl)(O[C:5](=[O:11])OC(Cl)(Cl)Cl)Cl.[Cl:13][C:14]1[CH:15]=[CH:16][C:17]([CH3:32])=[C:18]([C:20]2[NH:24][CH:23]=[C:22]([C:25]3[N:30]=[CH:29][N:28]=[C:27]([NH2:31])[CH:26]=3)[CH:21]=2)[CH:19]=1.C[CH2:34][N:35](C(C)C)C(C)C.CN. The catalyst is C(Cl)Cl. The product is [NH2:31][C:27]1[N:28]=[CH:29][N:30]=[C:25]([C:22]2[CH:21]=[C:20]([C:18]3[CH:19]=[C:14]([Cl:13])[CH:15]=[CH:16][C:17]=3[CH3:32])[N:24]([C:5]([NH:35][CH3:34])=[O:11])[CH:23]=2)[CH:26]=1. The yield is 0.640. (5) The reactants are [F:1][C:2]1[CH:7]=[CH:6][C:5]([C@H:8]([CH3:11])[CH2:9]O)=[CH:4][CH:3]=1.[C:12]1(=[O:22])[NH:16][C:15](=[O:17])[C:14]2=[CH:18][CH:19]=[CH:20][CH:21]=[C:13]12.C1(P(C2C=CC=CC=2)C2C=CC=CC=2)C=CC=CC=1. The catalyst is C1COCC1. The product is [F:1][C:2]1[CH:7]=[CH:6][C:5]([C@H:8]([CH3:11])[CH2:9][N:16]2[C:12](=[O:22])[C:13]3[C:14](=[CH:18][CH:19]=[CH:20][CH:21]=3)[C:15]2=[O:17])=[CH:4][CH:3]=1. The yield is 0.590. (6) The catalyst is CN(C)C=O. The reactants are Cl.[N:2]1([CH2:7][C@@H:8]2[CH2:12][CH2:11][CH2:10][N:9]2[C:13]([C:15]2[CH:16]=[C:17]3[C:21](=[CH:22][CH:23]=2)[NH:20][C:19]([C:24]([OH:26])=O)=[CH:18]3)=[O:14])[CH2:6][CH2:5][CH2:4][CH2:3]1.F[B-](F)(F)F.N1(OC(N(C)C)=[N+](C)C)C2C=CC=CC=2N=N1.[F:49][C:50]1([F:56])[CH2:55][CH2:54][NH:53][CH2:52][CH2:51]1.C(N(CC)C(C)C)(C)C. The product is [F:49][C:50]1([F:56])[CH2:55][CH2:54][N:53]([C:24]([C:19]2[NH:20][C:21]3[C:17]([CH:18]=2)=[CH:16][C:15]([C:13]([N:9]2[CH2:10][CH2:11][CH2:12][C@H:8]2[CH2:7][N:2]2[CH2:3][CH2:4][CH2:5][CH2:6]2)=[O:14])=[CH:23][CH:22]=3)=[O:26])[CH2:52][CH2:51]1. The yield is 0.740. (7) The reactants are ClC1C=CC=C(C(OO)=O)C=1.[CH3:12][C:13]1S[C:17]2[CH:19]=[CH:20][CH:21]=[CH:22][C:16]=2[O:15][C:14]=1[C:23]1[CH:28]=[CH:27][C:26]([OH:29])=[CH:25][CH:24]=1.[S:30]([O-:33])(O)=[O:31].[Na+].C(=O)([O-])O.[Na+]. The catalyst is C(Cl)(Cl)Cl. The product is [CH3:12][C:13]1[S:30](=[O:33])(=[O:31])[C:17]2[CH:19]=[CH:20][CH:21]=[CH:22][C:16]=2[O:15][C:14]=1[C:23]1[CH:24]=[CH:25][C:26]([OH:29])=[CH:27][CH:28]=1. The yield is 0.940.